Dataset: Full USPTO retrosynthesis dataset with 1.9M reactions from patents (1976-2016). Task: Predict the reactants needed to synthesize the given product. (1) Given the product [CH:21]([CH:10]1[CH2:9][N:8]([C:6](=[O:7])/[CH:5]=[CH:4]\[C:3]([OH:24])=[O:2])[C:13]2[CH:14]=[CH:15][CH:16]=[C:17]([CH:18]([CH3:20])[CH3:19])[C:12]=2[O:11]1)([CH3:23])[CH3:22], predict the reactants needed to synthesize it. The reactants are: C[O:2][C:3](=[O:24])/[CH:4]=[CH:5]\[C:6]([N:8]1[C:13]2[CH:14]=[CH:15][CH:16]=[C:17]([CH:18]([CH3:20])[CH3:19])[C:12]=2[O:11][CH:10]([CH:21]([CH3:23])[CH3:22])[CH2:9]1)=[O:7].[OH-].[Na+]. (2) The reactants are: [CH:1]([C:4]1[CH:9]=[CH:8][C:7]([C:10]2[N:14]([CH2:15][CH2:16][O:17][CH3:18])[C:13]3[C:19]([O:36][CH3:37])=[CH:20][C:21]([CH2:27][C:28]4[C:29]([S:34][CH3:35])=[N:30][CH:31]=[CH:32][CH:33]=4)=[C:22]([C:23]([F:26])([F:25])[F:24])[C:12]=3[N:11]=2)=[CH:6][CH:5]=1)([CH3:3])[CH3:2].[OH:38]O.O. Given the product [CH:1]([C:4]1[CH:9]=[CH:8][C:7]([C:10]2[N:14]([CH2:15][CH2:16][O:17][CH3:18])[C:13]3[C:19]([O:36][CH3:37])=[CH:20][C:21]([CH2:27][C:28]4[C:29]([S:34]([CH3:35])=[O:38])=[N:30][CH:31]=[CH:32][CH:33]=4)=[C:22]([C:23]([F:25])([F:26])[F:24])[C:12]=3[N:11]=2)=[CH:6][CH:5]=1)([CH3:3])[CH3:2], predict the reactants needed to synthesize it. (3) Given the product [NH2:10][C:4]1[C:3]([CH2:2][NH:1][C:23](=[O:24])[O:22][C:19]([CH3:21])([CH3:20])[CH3:18])=[CH:8][N:7]=[C:6]([CH3:9])[N:5]=1, predict the reactants needed to synthesize it. The reactants are: [NH2:1][CH2:2][C:3]1[C:4]([NH2:10])=[N:5][C:6]([CH3:9])=[N:7][CH:8]=1.C(N(CC)CC)C.[CH3:18][C:19]([O:22][C:23](O[C:23]([O:22][C:19]([CH3:21])([CH3:20])[CH3:18])=[O:24])=[O:24])([CH3:21])[CH3:20]. (4) Given the product [F:1][C:2]1[CH:3]=[CH:4][C:5]([C@:8]2([CH2:30][CH2:31][CH2:32][OH:33])[O:13][C:12](=[O:14])[N:11]([C@H:15]([C:17]3[CH:22]=[CH:21][C:20]([C:23]4[CH:28]=[CH:27][C:26](=[O:29])[N:25]([CH3:34])[N:24]=4)=[CH:19][CH:18]=3)[CH3:16])[CH2:10][CH2:9]2)=[CH:6][CH:7]=1, predict the reactants needed to synthesize it. The reactants are: [F:1][C:2]1[CH:7]=[CH:6][C:5]([C@:8]2([CH2:30][CH2:31][CH2:32][OH:33])[O:13][C:12](=[O:14])[N:11]([C@H:15]([C:17]3[CH:22]=[CH:21][C:20]([C:23]4[CH:28]=[CH:27][C:26](=[O:29])[NH:25][N:24]=4)=[CH:19][CH:18]=3)[CH3:16])[CH2:10][CH2:9]2)=[CH:4][CH:3]=1.[CH3:34]C([Si](Cl)(C)C)(C)C.[H-].[Na+].CI.[N+](CC)(CC)(CC)CC.[F-]. (5) Given the product [CH3:22][C:21]1[CH:20]=[CH:19][C:4]([C:5]([NH:7][C:8]2[CH:13]=[CH:12][C:11]([O:14][C:15]([F:18])([F:17])[F:16])=[CH:10][CH:9]=2)=[O:6])=[CH:3][C:2]=1[C:27]1[S:23][CH:24]=[N:25][CH:26]=1, predict the reactants needed to synthesize it. The reactants are: I[C:2]1[CH:3]=[C:4]([CH:19]=[CH:20][C:21]=1[CH3:22])[C:5]([NH:7][C:8]1[CH:13]=[CH:12][C:11]([O:14][C:15]([F:18])([F:17])[F:16])=[CH:10][CH:9]=1)=[O:6].[S:23]1[CH:27]=[CH:26][N:25]=[CH:24]1.CC([O-])=O.[K+].